This data is from Reaction yield outcomes from USPTO patents with 853,638 reactions. The task is: Predict the reaction yield, written as a fraction of the theoretical maximum amount of product (1.0 means a 100% yield; for example, 0.34 means a 34% yield). (1) The reactants are C([O:3][C:4]([C:6]1[C:7]([CH3:31])=[C:8]2[C:13]([NH:14][C:15]3[CH:20]=[CH:19][C:18]([O:21][C:22]4[CH:27]=[CH:26][CH:25]=[CH:24][CH:23]=4)=[CH:17][CH:16]=3)=[C:12]([C:28]#[N:29])[CH:11]=[N:10][N:9]2[CH:30]=1)=O)C.CC(C[AlH]CC(C)C)C. The catalyst is C1COCC1. The product is [OH:3][CH2:4][C:6]1[C:7]([CH3:31])=[C:8]2[C:13]([NH:14][C:15]3[CH:16]=[CH:17][C:18]([O:21][C:22]4[CH:27]=[CH:26][CH:25]=[CH:24][CH:23]=4)=[CH:19][CH:20]=3)=[C:12]([C:28]#[N:29])[CH:11]=[N:10][N:9]2[CH:30]=1. The yield is 0.900. (2) The reactants are Cl[C:2]1[C:7]([NH:8][C:9](=O)[C:10]2[CH:15]=[CH:14][CH:13]=[CH:12][C:11]=2[N+:16]([O-:18])=[O:17])=[CH:6][C:5]([CH3:20])=[CH:4][N:3]=1.P12(SP3(SP(SP(S3)(S1)=S)(=S)S2)=S)=[S:22]. The catalyst is N1C=CC=CC=1.CC1C=CC(C)=CC=1. The product is [CH3:20][C:5]1[CH:6]=[C:7]2[N:8]=[C:9]([C:10]3[CH:15]=[CH:14][CH:13]=[CH:12][C:11]=3[N+:16]([O-:18])=[O:17])[S:22][C:2]2=[N:3][CH:4]=1. The yield is 0.750. (3) The reactants are [CH:1]1([C:6](Cl)=[O:7])[CH2:5][CH2:4][CH2:3][CH2:2]1.[NH2:9][C:10]1([C:16](O)=[O:17])[CH2:15][CH2:14][CH2:13][CH2:12][CH2:11]1.C(=O)([O-])[O-].[Na+].[Na+].Cl.C(N=C=NCCCN(C)C)C. The catalyst is C(OCC)(=O)C.O. The product is [CH:1]1([C:6]2[O:7][C:16](=[O:17])[C:10]3([CH2:15][CH2:14][CH2:13][CH2:12][CH2:11]3)[N:9]=2)[CH2:5][CH2:4][CH2:3][CH2:2]1. The yield is 0.420. (4) The reactants are [F:1][C:2]1[C:7]([F:8])=[CH:6][C:5]([C:9]2([CH2:24]O)[C:17]3[C:12](=[CH:13][CH:14]=[CH:15][CH:16]=3)[N:11]([CH2:18][CH2:19][CH2:20][CH2:21][CH3:22])[C:10]2=[O:23])=[C:4]([OH:26])[CH:3]=1.C1(CCN2C3C(=CC=CC=3)C(C3C(O)=CC4OCOC=4C=3)(CO)C2=O)CC1. No catalyst specified. The product is [F:8][C:7]1[C:2]([F:1])=[CH:3][C:4]2[O:26][CH2:24][C:9]3([C:17]4[C:12](=[CH:13][CH:14]=[CH:15][CH:16]=4)[N:11]([CH2:18][CH2:19][CH2:20][CH2:21][CH3:22])[C:10]3=[O:23])[C:5]=2[CH:6]=1. The yield is 0.710. (5) The reactants are [ClH:1].Cl.[Cl:3][C:4]1[CH:5]=[C:6]([CH:23]=[CH:24][CH:25]=1)[CH2:7][CH2:8][NH:9][CH2:10][CH2:11][C:12]1[CH:21]=[C:20]2[C:15]([CH:16]=[CH:17][C:18]([NH2:22])=[N:19]2)=[CH:14][CH:13]=1.C(NCC#C)(OC(C)(C)C)=O.C1(P(C2C=CC=CC=2)C2C=CC=CC=2)C=CC=CC=1. The catalyst is [Cu]I.Cl[Pd](Cl)([P](C1C=CC=CC=1)(C1C=CC=CC=1)C1C=CC=CC=1)[P](C1C=CC=CC=1)(C1C=CC=CC=1)C1C=CC=CC=1. The product is [ClH:3].[ClH:1].[Cl:1][C:25]1[CH:24]=[CH:23][C:6]([CH2:7][CH2:8][NH:9][CH2:10][CH2:11][C:12]2[CH:21]=[C:20]3[C:15]([CH:16]=[CH:17][C:18]([NH2:22])=[N:19]3)=[CH:14][CH:13]=2)=[CH:5][CH:4]=1. The yield is 0.630. (6) The reactants are [F:1][C:2]1[C:7](F)=[CH:6][N:5]=[C:4]([C:9]2[O:13][N:12]=[C:11]([CH3:14])[CH:10]=2)[CH:3]=1.[NH2:15][NH2:16].CC(O)C. No catalyst specified. The product is [F:1][C:2]1[CH:3]=[C:4]([C:9]2[O:13][N:12]=[C:11]([CH3:14])[CH:10]=2)[N:5]=[CH:6][C:7]=1[NH:15][NH2:16]. The yield is 0.916. (7) The reactants are [F:1][C:2]1[CH:3]=[C:4]([C:26]2[N:27]=[C:28]([NH:35][C:36]3[CH:41]=[CH:40][C:39]([N:42]4[CH2:47][CH2:46][N:45]([CH:48]5[CH2:51][O:50][CH2:49]5)[CH2:44][CH2:43]4)=[CH:38][N:37]=3)[C:29]3[N:30]([CH:32]=[CH:33][N:34]=3)[CH:31]=2)[C:5]([CH2:22]C(=O)C)=[C:6]([N:8]2[CH2:20][CH2:19][N:11]3[C:12]4[CH2:13][CH2:14][CH2:15][CH2:16][C:17]=4[CH:18]=[C:10]3[C:9]2=[O:21])[CH:7]=1.[OH2:52].[Li+].[OH-]. The catalyst is C1COCC1. The product is [F:1][C:2]1[CH:3]=[C:4]([C:26]2[N:27]=[C:28]([NH:35][C:36]3[CH:41]=[CH:40][C:39]([N:42]4[CH2:47][CH2:46][N:45]([CH:48]5[CH2:49][O:50][CH2:51]5)[CH2:44][CH2:43]4)=[CH:38][N:37]=3)[C:29]3[N:30]([CH:32]=[CH:33][N:34]=3)[CH:31]=2)[C:5]([CH2:22][OH:52])=[C:6]([N:8]2[CH2:20][CH2:19][N:11]3[C:12]4[CH2:13][CH2:14][CH2:15][CH2:16][C:17]=4[CH:18]=[C:10]3[C:9]2=[O:21])[CH:7]=1. The yield is 0.520. (8) The reactants are Cl[C:2]1[N:3]=[C:4]([CH2:12][OH:13])[CH:5]=[C:6]2[CH:11]=[CH:10][CH2:9][O:8][C:7]=12.CCO.[OH-].[Na+]. The catalyst is [Pd]. The product is [O:8]1[C:7]2=[CH:2][N:3]=[C:4]([CH2:12][OH:13])[CH:5]=[C:6]2[CH2:11][CH2:10][CH2:9]1. The yield is 0.890. (9) The reactants are [F:1][C:2]1[CH:3]=[C:4]([CH:17]=[CH:18][CH:19]=1)[O:5][CH:6]([C:8]1[CH:16]=[CH:15][C:11]([C:12]([OH:14])=O)=[CH:10][CH:9]=1)[CH3:7].Cl.C(N=C=NCCCN(C)C)C.ON1C2C=CC=CC=2N=N1.[NH2:42][CH2:43][C:44]1[C:45]([OH:52])=[N:46][C:47]([CH3:51])=[CH:48][C:49]=1[CH3:50]. The catalyst is O.ClCCl.C(N(CC)CC)C. The product is [F:1][C:2]1[CH:3]=[C:4]([CH:17]=[CH:18][CH:19]=1)[O:5][CH:6]([C:8]1[CH:9]=[CH:10][C:11]([C:12]([NH:42][CH2:43][C:44]2[C:45]([OH:52])=[N:46][C:47]([CH3:51])=[CH:48][C:49]=2[CH3:50])=[O:14])=[CH:15][CH:16]=1)[CH3:7]. The yield is 0.340. (10) The reactants are [Cl:1][C:2]1[C:23]([Cl:24])=[CH:22][C:5]2[O:6][C@H:7]([CH2:10]OS(C3C=CC(C)=CC=3)(=O)=O)[CH2:8][O:9][C:4]=2[CH:3]=1.[C:25]1(=[O:35])[NH:29][C:28](=[O:30])[C:27]2=[CH:31][CH:32]=[CH:33][CH:34]=[C:26]12.[K].O. The catalyst is CN(C=O)C. The product is [Cl:1][C:2]1[C:23]([Cl:24])=[CH:22][C:5]2[O:6][C@@H:7]([CH2:10][N:29]3[C:25](=[O:35])[C:26]4[C:27](=[CH:31][CH:32]=[CH:33][CH:34]=4)[C:28]3=[O:30])[CH2:8][O:9][C:4]=2[CH:3]=1. The yield is 0.800.